Task: Predict which catalyst facilitates the given reaction.. Dataset: Catalyst prediction with 721,799 reactions and 888 catalyst types from USPTO (1) Reactant: [Cl:1][C:2]1[C:7]([CH:8]=O)=[C:6]([NH:10][C:11]2[C:16]([F:17])=[CH:15][CH:14]=[CH:13][C:12]=2[F:18])[N:5]=[C:4]([S:19][CH3:20])[N:3]=1.[C:21](OC(=O)C)(=[O:23])[CH3:22]. Product: [Cl:1][C:2]1[C:7]2[CH:8]=[CH:22][C:21](=[O:23])[N:10]([C:11]3[C:16]([F:17])=[CH:15][CH:14]=[CH:13][C:12]=3[F:18])[C:6]=2[N:5]=[C:4]([S:19][CH3:20])[N:3]=1. The catalyst class is: 3. (2) Reactant: [CH2:1]([C@@H:8]1[C@@H:16]([CH2:17][C:18]2[CH:23]=[CH:22][CH:21]=[CH:20][CH:19]=2)[C@H:15]([CH3:24])[O:14][C:13](=[O:25])[C@@H:12]([NH:26][C:27](=[O:37])[C:28]2[C:33]([OH:34])=[C:32]([O:35][CH3:36])[CH:31]=[CH:30][N:29]=2)[CH2:11][O:10][CH2:9]1)[C:2]1[CH:7]=[CH:6][CH:5]=[CH:4][CH:3]=1.C(=O)([O-])[O-].[K+].[K+].[C:44]([O:47][CH2:48]Br)(=[O:46])[CH3:45]. Product: [C:44]([O:47][CH2:48][O:34][C:33]1[C:28]([C:27](=[O:37])[NH:26][C@H:12]2[CH2:11][O:10][CH2:9][C@H:8]([CH2:1][C:2]3[CH:3]=[CH:4][CH:5]=[CH:6][CH:7]=3)[C@@H:16]([CH2:17][C:18]3[CH:19]=[CH:20][CH:21]=[CH:22][CH:23]=3)[C@H:15]([CH3:24])[O:14][C:13]2=[O:25])=[N:29][CH:30]=[CH:31][C:32]=1[O:35][CH3:36])(=[O:46])[CH3:45]. The catalyst class is: 21. (3) Reactant: C[Mg]I.[CH2:4](OCC)C.[C:9]([C:12]1[CH:17]=[CH:16][C:15]([NH:18][C:19]2[N:24]=[CH:23][N:22]=[C:21]([N:25]([CH3:37])[C:26]([NH:28][C:29]3[C:34]([Cl:35])=[CH:33][CH:32]=[CH:31][C:30]=3[Cl:36])=[O:27])[CH:20]=2)=[CH:14][CH:13]=1)(=[O:11])[CH3:10]. Product: [Cl:35][C:34]1[CH:33]=[CH:32][CH:31]=[C:30]([Cl:36])[C:29]=1[NH:28][C:26](=[O:27])[N:25]([C:21]1[CH:20]=[C:19]([NH:18][C:15]2[CH:14]=[CH:13][C:12]([C:9]([OH:11])([CH3:4])[CH3:10])=[CH:17][CH:16]=2)[N:24]=[CH:23][N:22]=1)[CH3:37]. The catalyst class is: 1. (4) Reactant: [H-].[Na+].[CH2:3]1[CH2:9][C:7](=[O:8])[NH:6][CH2:5][CH2:4]1.Br[CH2:11][CH2:12][O:13][Si:14]([C:17]([CH3:20])([CH3:19])[CH3:18])([CH3:16])[CH3:15].O. Product: [Si:14]([O:13][CH2:12][CH2:11][N:6]1[CH2:5][CH2:4][CH2:3][CH2:9][C:7]1=[O:8])([C:17]([CH3:20])([CH3:19])[CH3:18])([CH3:16])[CH3:15]. The catalyst class is: 7. (5) Reactant: [Br:1][C:2]1[C:11]([I:12])=[CH:10][CH:9]=[C:8]2[C:3]=1[CH:4]=[CH:5][C:6]([C:13](OC)=[O:14])=[CH:7]2.CC(C[AlH]CC(C)C)C. Product: [Br:1][C:2]1[C:11]([I:12])=[CH:10][CH:9]=[C:8]2[C:3]=1[CH:4]=[CH:5][C:6]([CH2:13][OH:14])=[CH:7]2. The catalyst class is: 11. (6) Reactant: [C:1]([O:5][C:6]([N:8]1[CH2:11][CH:10]([O:12][C:13]2[CH:14]=[C:15]3[C:24](=[CH:25][C:26]=2[C:27]([CH3:29])=[CH2:28])[O:23][CH2:22][C:21]2[N:16]3[CH:17]([CH3:31])[C:18](=[O:30])[NH:19][N:20]=2)[CH2:9]1)=[O:7])([CH3:4])([CH3:3])[CH3:2]. Product: [C:1]([O:5][C:6]([N:8]1[CH2:11][CH:10]([O:12][C:13]2[CH:14]=[C:15]3[C:24](=[CH:25][C:26]=2[CH:27]([CH3:28])[CH3:29])[O:23][CH2:22][C:21]2[N:16]3[CH:17]([CH3:31])[C:18](=[O:30])[NH:19][N:20]=2)[CH2:9]1)=[O:7])([CH3:4])([CH3:3])[CH3:2]. The catalyst class is: 19. (7) Reactant: I[C:2]1[C:3]([CH:13]([CH3:15])[CH3:14])=[CH:4][C:5]([CH3:12])=[C:6]([CH:11]=1)[C:7]([O:9][CH3:10])=[O:8].[CH3:16][N:17](C=O)C. Product: [C:16]([C:2]1[C:3]([CH:13]([CH3:15])[CH3:14])=[CH:4][C:5]([CH3:12])=[C:6]([CH:11]=1)[C:7]([O:9][CH3:10])=[O:8])#[N:17]. The catalyst class is: 267.